The task is: Predict the product of the given reaction.. This data is from Forward reaction prediction with 1.9M reactions from USPTO patents (1976-2016). (1) Given the reactants [C:1]([O:5][CH3:6])(=[O:4])[CH:2]=[CH2:3].[NH:7]1[CH2:9][CH2:8]1.C(OC)(=O)C=C.N1CC1, predict the reaction product. The product is: [N:7]1([CH2:3][CH2:2][C:1]([O:5][CH3:6])=[O:4])[CH2:9][CH2:8]1. (2) Given the reactants [OH:1][C:2]1[CH:3]=[C:4]([CH:7]=[CH:8][CH:9]=1)[CH:5]=[O:6].C1(P(C2C=CC=CC=2)C2C=CC=CC=2)C=CC=CC=1.[CH3:29][S:30][CH2:31][CH2:32]O.N(C(OCC)=O)=NC(OCC)=O, predict the reaction product. The product is: [CH3:29][S:30][CH2:31][CH2:32][O:1][C:2]1[CH:3]=[C:4]([CH:7]=[CH:8][CH:9]=1)[CH:5]=[O:6].